From a dataset of Forward reaction prediction with 1.9M reactions from USPTO patents (1976-2016). Predict the product of the given reaction. (1) Given the reactants Cl.[F:2][C:3]1[CH:8]=[CH:7][C:6]([C:9](=[O:23])[CH:10]([NH2:22])[CH2:11][C:12]2[CH:17]=[CH:16][C:15]([C:18]([F:21])([F:20])[F:19])=[CH:14][CH:13]=2)=[CH:5][CH:4]=1.[S:24]1[CH:28]=[CH:27][CH:26]=[C:25]1[CH2:29][CH2:30][CH2:31][C:32](O)=[O:33].Cl.C(N=C=NCCCN(C)C)C.ON1C2C=CC=CC=2N=N1.C1CCN2C(=NCCC2)CC1.Cl, predict the reaction product. The product is: [F:2][C:3]1[CH:4]=[CH:5][C:6]([C:9](=[O:23])[CH:10]([NH:22][C:32](=[O:33])[CH2:31][CH2:30][CH2:29][C:25]2[S:24][CH:28]=[CH:27][CH:26]=2)[CH2:11][C:12]2[CH:17]=[CH:16][C:15]([C:18]([F:21])([F:20])[F:19])=[CH:14][CH:13]=2)=[CH:7][CH:8]=1. (2) Given the reactants [I:1][C:2]1[N:6]=[C:5]([C:7]2[CH:12]=[CH:11][CH:10]=[C:9]([O:13][C:14]([F:17])([F:16])[F:15])[CH:8]=2)[N:4]([CH3:18])[C:3]=1[C:19]([OH:21])=O.Cl.Cl.[NH:24]1[CH2:29][CH2:28][CH:27]([N:30]2[CH2:34][CH2:33][CH2:32][C@@H:31]2[CH2:35][OH:36])[CH2:26][CH2:25]1, predict the reaction product. The product is: [OH:36][CH2:35][C@@H:31]1[CH2:32][CH2:33][CH2:34][N:30]1[CH:27]1[CH2:28][CH2:29][N:24]([C:19]([C:3]2[N:4]([CH3:18])[C:5]([C:7]3[CH:12]=[CH:11][CH:10]=[C:9]([O:13][C:14]([F:15])([F:17])[F:16])[CH:8]=3)=[N:6][C:2]=2[I:1])=[O:21])[CH2:25][CH2:26]1. (3) The product is: [CH3:1][C:2]1([CH3:11])[CH2:7][CH:6]([N:8]2[C:15](=[O:16])[C:14]3[C:13](=[CH:21][CH:20]=[CH:19][CH:18]=3)[C:12]2=[O:17])[CH2:5][C:4]([CH3:10])([CH3:9])[NH:3]1. Given the reactants [CH3:1][C:2]1([CH3:11])[CH2:7][CH:6]([NH2:8])[CH2:5][C:4]([CH3:10])([CH3:9])[NH:3]1.[C:12]1(=O)[O:17][C:15](=[O:16])[C:14]2=[CH:18][CH:19]=[CH:20][CH:21]=[C:13]12, predict the reaction product. (4) Given the reactants [NH2:1][C:2]1[CH:7]=[CH:6][CH:5]=[C:4]([Cl:8])[C:3]=1[CH2:9]O.[CH3:11][C:12]1[CH:17]=[C:16]([C:18]([CH3:20])=O)[CH:15]=[C:14]([CH3:21])[CH:13]=1.[OH-].[K+], predict the reaction product. The product is: [Cl:8][C:4]1[CH:5]=[CH:6][CH:7]=[C:2]2[C:3]=1[CH:9]=[CH:20][C:18]([C:16]1[CH:17]=[C:12]([CH3:11])[CH:13]=[C:14]([CH3:21])[CH:15]=1)=[N:1]2. (5) Given the reactants [C:1]12([CH2:11][O:12][C:13]3[CH:21]=[CH:20][C:16]([C:17]([NH2:19])=[O:18])=[CH:15][C:14]=3[C:22]3[C:23]([O:28][CH3:29])=[N:24][CH:25]=[CH:26][CH:27]=3)[CH2:10][CH:5]3[CH2:6][CH:7]([CH2:9][CH:3]([CH2:4]3)[CH2:2]1)[CH2:8]2.[H-].[Na+].[CH3:32][S:33](Cl)(=[O:35])=[O:34], predict the reaction product. The product is: [C:1]12([CH2:11][O:12][C:13]3[CH:21]=[CH:20][C:16]([C:17]([NH:19][S:33]([CH3:32])(=[O:35])=[O:34])=[O:18])=[CH:15][C:14]=3[C:22]3[C:23]([O:28][CH3:29])=[N:24][CH:25]=[CH:26][CH:27]=3)[CH2:8][CH:7]3[CH2:6][CH:5]([CH2:4][CH:3]([CH2:9]3)[CH2:2]1)[CH2:10]2. (6) Given the reactants [CH:1]([C:3]1[CH:4]=[N:5][C:6]2[C:11]([CH:12]=1)=[CH:10][CH:9]=[C:8]([NH:13][C:14](=[O:23])[O:15][CH2:16][C:17]1[CH:22]=[CH:21][CH:20]=[CH:19][CH:18]=1)[CH:7]=2)=[O:2].C1COCC1.[BH4-].[Na+].Cl, predict the reaction product. The product is: [OH:2][CH2:1][C:3]1[CH:4]=[N:5][C:6]2[C:11]([CH:12]=1)=[CH:10][CH:9]=[C:8]([NH:13][C:14](=[O:23])[O:15][CH2:16][C:17]1[CH:18]=[CH:19][CH:20]=[CH:21][CH:22]=1)[CH:7]=2. (7) Given the reactants [Cl:1][C:2]1[CH:3]=[C:4]([CH:8]([OH:16])[C:9]2[CH:10]=[C:11]([CH:14]=[O:15])[O:12][CH:13]=2)[CH:5]=[CH:6][CH:7]=1.N1C=CN=C1.[CH3:22][C:23]([Si:26](Cl)([CH3:28])[CH3:27])([CH3:25])[CH3:24].C([O-])(O)=O.[Na+], predict the reaction product. The product is: [Si:26]([O:16][CH:8]([C:4]1[CH:5]=[CH:6][CH:7]=[C:2]([Cl:1])[CH:3]=1)[C:9]1[CH:10]=[C:11]([CH:14]=[O:15])[O:12][CH:13]=1)([C:23]([CH3:25])([CH3:24])[CH3:22])([CH3:28])[CH3:27].